From a dataset of Full USPTO retrosynthesis dataset with 1.9M reactions from patents (1976-2016). Predict the reactants needed to synthesize the given product. (1) The reactants are: [CH2:1]([NH2:4])[CH:2]=[CH2:3].C(N(CC)CC)C.Cl[CH2:13][CH2:14][S:15](Cl)(=[O:17])=[O:16]. Given the product [CH2:1]([NH:4][S:15]([CH:14]=[CH2:13])(=[O:17])=[O:16])[CH:2]=[CH2:3], predict the reactants needed to synthesize it. (2) Given the product [O:1]1[C:5]2[CH:6]=[CH:7][C:8]([CH:10]3[CH2:11][C:12](=[O:14])[O:18][C:16](=[O:17])[CH2:15]3)=[CH:9][C:4]=2[O:3][CH2:2]1, predict the reactants needed to synthesize it. The reactants are: [O:1]1[C:5]2[CH:6]=[CH:7][C:8]([CH:10]([CH2:15][C:16]([OH:18])=[O:17])[CH2:11][C:12]([OH:14])=O)=[CH:9][C:4]=2[O:3][CH2:2]1. (3) Given the product [C:1]([O:5][C:6]([N:8]([C:13]1[CH:25]=[CH:24][C:16]([C:17]([O:19][CH2:20][C:21]([O:23][C@H:39]([C:41]2[CH:46]=[CH:45][C:44]([O:47][CH:48]([F:49])[F:50])=[C:43]([O:51][CH2:52][CH:53]3[CH2:54][CH2:55]3)[CH:42]=2)[CH2:38][C:37]2[C:36]([Cl:56])=[CH:35][N+:34]([O-:57])=[CH:33][C:32]=2[Cl:31])=[O:22])=[O:18])=[CH:15][C:14]=1[O:26][CH2:27][CH:28]1[CH2:29][CH2:30]1)[S:9]([CH3:12])(=[O:11])=[O:10])=[O:7])([CH3:4])([CH3:2])[CH3:3], predict the reactants needed to synthesize it. The reactants are: [C:1]([O:5][C:6]([N:8]([C:13]1[CH:25]=[CH:24][C:16]([C:17]([O:19][CH2:20][C:21]([OH:23])=[O:22])=[O:18])=[CH:15][C:14]=1[O:26][CH2:27][CH:28]1[CH2:30][CH2:29]1)[S:9]([CH3:12])(=[O:11])=[O:10])=[O:7])([CH3:4])([CH3:3])[CH3:2].[Cl:31][C:32]1[CH:33]=[N+:34]([O-:57])[CH:35]=[C:36]([Cl:56])[C:37]=1[CH2:38][C@@H:39]([C:41]1[CH:46]=[CH:45][C:44]([O:47][CH:48]([F:50])[F:49])=[C:43]([O:51][CH2:52][CH:53]2[CH2:55][CH2:54]2)[CH:42]=1)O.C(Cl)CCl. (4) Given the product [F:1][C:2]1[CH:3]=[CH:4][C:5]([CH2:8][NH:9][CH:10]=[O:11])=[N:6][CH:7]=1, predict the reactants needed to synthesize it. The reactants are: [F:1][C:2]1[CH:3]=[CH:4][C:5]([CH2:8][NH2:9])=[N:6][CH:7]=1.[CH:10](O)=[O:11].[OH-].[NH4+]. (5) The reactants are: [Br:1][C:2]1[CH:11]=[C:10]2[C:5]([CH2:6][CH2:7][CH2:8][C:9]2([CH3:13])[CH3:12])=[CH:4][CH:3]=1.C([O:18]O)(C)(C)C. Given the product [Br:1][C:2]1[CH:11]=[C:10]2[C:5](=[CH:4][CH:3]=1)[C:6](=[O:18])[CH2:7][CH2:8][C:9]2([CH3:13])[CH3:12], predict the reactants needed to synthesize it. (6) Given the product [CH3:1][C:2]([N+:20]([O-:22])=[O:21])([CH3:19])[CH2:3][C:4]1[CH:18]=[CH:17][C:7]([O:8][C:9]2[CH:16]=[CH:15][C:12]([OH:28])=[CH:11][CH:10]=2)=[CH:6][CH:5]=1, predict the reactants needed to synthesize it. The reactants are: [CH3:1][C:2]([N+:20]([O-:22])=[O:21])([CH3:19])[CH2:3][C:4]1[CH:18]=[CH:17][C:7]([O:8][C:9]2[CH:16]=[CH:15][C:12](C=O)=[CH:11][CH:10]=2)=[CH:6][CH:5]=1.ClC1C=C(C=CC=1)C(OO)=[O:28].